Dataset: Reaction yield outcomes from USPTO patents with 853,638 reactions. Task: Predict the reaction yield, written as a fraction of the theoretical maximum amount of product (1.0 means a 100% yield; for example, 0.34 means a 34% yield). (1) The reactants are C[O:2][C:3]([C:5]1[S:12][C:11]2[C:10]([CH:13]3[CH2:18][CH2:17][CH2:16][CH2:15][CH2:14]3)=[C:9]([C:19]3[CH:20]=[C:21]4[C:26](=[CH:27][CH:28]=3)[N:25]=[C:24]([C:29]3[S:33][C:32]([CH3:34])=[N:31][C:30]=3[CH3:35])[CH:23]=[CH:22]4)[N:8]([CH2:36][C:37]([OH:39])=O)[C:7]=2[CH:6]=1)=[O:4].CN(C(ON1N=[N:55][C:50]2C=[CH:52][CH:53]=[CH:54][C:49]1=2)=[N+](C)C)C.F[P-](F)(F)(F)(F)F.CCN(C(C)C)C(C)C.N1CCCCC1.[Li+].[OH-].Cl. The catalyst is CO.C1COCC1.CN(C=O)C. The product is [CH:13]1([C:10]2[C:11]3[S:12][C:5]([C:3]([OH:2])=[O:4])=[CH:6][C:7]=3[N:8]([CH2:36][C:37](=[O:39])[N:55]3[CH2:52][CH2:53][CH2:54][CH2:49][CH2:50]3)[C:9]=2[C:19]2[CH:20]=[C:21]3[C:26](=[CH:27][CH:28]=2)[N:25]=[C:24]([C:29]2[S:33][C:32]([CH3:34])=[N:31][C:30]=2[CH3:35])[CH:23]=[CH:22]3)[CH2:14][CH2:15][CH2:16][CH2:17][CH2:18]1. The yield is 0.210. (2) The yield is 0.690. The product is [Cl:17][C:14]1[CH:15]=[CH:16][C:11]([C:4]2[CH:3]=[C:2]([CH:19]3[CH2:21][CH2:20]3)[N:7]3[N:8]=[CH:9][CH:10]=[C:6]3[N:5]=2)=[CH:12][CH:13]=1. The catalyst is C1COCC1.C1C=CC([P]([Pd]([P](C2C=CC=CC=2)(C2C=CC=CC=2)C2C=CC=CC=2)([P](C2C=CC=CC=2)(C2C=CC=CC=2)C2C=CC=CC=2)[P](C2C=CC=CC=2)(C2C=CC=CC=2)C2C=CC=CC=2)(C2C=CC=CC=2)C2C=CC=CC=2)=CC=1.[Cl-].[Zn+2].[Cl-].C1COCC1. The reactants are Cl[C:2]1[N:7]2[N:8]=[CH:9][CH:10]=[C:6]2[N:5]=[C:4]([C:11]2[CH:16]=[CH:15][C:14]([Cl:17])=[CH:13][CH:12]=2)[CH:3]=1.[Cl-].[CH:19]1([Zn+])[CH2:21][CH2:20]1.C1COCC1.C1([Mg]Br)CC1.C1COCC1.[NH4+].[Cl-].